Predict the reactants needed to synthesize the given product. From a dataset of Full USPTO retrosynthesis dataset with 1.9M reactions from patents (1976-2016). (1) Given the product [CH3:13][N:14]1[C:17]([C:18]2[CH:23]=[CH:22][N:21]=[CH:20][CH:19]=2)=[C:24]([C:25]2[CH:30]=[CH:29][CH:28]=[CH:27][CH:26]=2)[N:31]=[CH:15]1, predict the reactants needed to synthesize it. The reactants are: C(NC(C)C)(C)C.C([Li])CCC.[CH3:13][N:14]([CH2:17][C:18]1[CH:23]=[CH:22][N:21]=[CH:20][CH:19]=1)[CH:15]=O.[C:24](#[N:31])[C:25]1[CH:30]=[CH:29][CH:28]=[CH:27][CH:26]=1. (2) Given the product [C:1]1([CH2:7][O:8][C:9](=[O:25])[NH:10][CH2:11][S:12]([C:15]2[CH:20]=[CH:19][C:18]([NH2:21])=[C:17]([NH2:22])[CH:16]=2)(=[O:13])=[O:14])[CH:6]=[CH:5][CH:4]=[CH:3][CH:2]=1, predict the reactants needed to synthesize it. The reactants are: [C:1]1([CH2:7][O:8][C:9](=[O:25])[NH:10][CH2:11][S:12]([C:15]2[CH:20]=[CH:19][C:18]([NH2:21])=[C:17]([N+:22]([O-])=O)[CH:16]=2)(=[O:14])=[O:13])[CH:6]=[CH:5][CH:4]=[CH:3][CH:2]=1.